From a dataset of Full USPTO retrosynthesis dataset with 1.9M reactions from patents (1976-2016). Predict the reactants needed to synthesize the given product. (1) Given the product [Cl:29][C:23]1[CH:24]=[C:25]([I:28])[CH:26]=[CH:27][C:22]=1[NH:21][C:20]1[N:19]([CH3:30])[C:18](=[O:31])[C:17]2[CH2:32][CH2:33][CH2:34][C:16]=2[C:15]=1[C:13]([NH:12][O:11][CH2:10][CH2:9][OH:8])=[O:14], predict the reactants needed to synthesize it. The reactants are: [Si]([O:8][CH2:9][CH2:10][O:11][NH:12][C:13]([C:15]1[C:16]2[CH2:34][CH2:33][CH2:32][C:17]=2[C:18](=[O:31])[N:19]([CH3:30])[C:20]=1[NH:21][C:22]1[CH:27]=[CH:26][C:25]([I:28])=[CH:24][C:23]=1[Cl:29])=[O:14])(C(C)(C)C)(C)C.CCCC[N+](CCCC)(CCCC)CCCC.[F-]. (2) Given the product [Cl:21][C:22]1[C:30]([F:31])=[C:29]2[C:25]([C:26]([S:1][C:2]3[CH:3]=[C:4]([CH:10]=[CH:11][CH:12]=3)[C:5]([O:7][CH2:8][CH3:9])=[O:6])=[CH:27][N:28]2[C:32]2[CH:33]=[N:34][N:35]([CH2:37][CH2:38][CH3:39])[CH:36]=2)=[CH:24][CH:23]=1, predict the reactants needed to synthesize it. The reactants are: [SH:1][C:2]1[CH:3]=[C:4]([CH:10]=[CH:11][CH:12]=1)[C:5]([O:7][CH2:8][CH3:9])=[O:6].C1C(=O)N(Cl)C(=O)C1.[Cl:21][C:22]1[C:30]([F:31])=[C:29]2[C:25]([CH:26]=[CH:27][N:28]2[C:32]2[CH:33]=[N:34][N:35]([CH2:37][CH2:38][CH3:39])[CH:36]=2)=[CH:24][CH:23]=1. (3) Given the product [C:6]([C:7]1([OH:13])[CH2:12][CH2:11][O:10][CH2:9][CH2:8]1)#[CH:5], predict the reactants needed to synthesize it. The reactants are: C[Si]([C:5]#[C:6][C:7]1([OH:13])[CH2:12][CH2:11][O:10][CH2:9][CH2:8]1)(C)C.[F-].C([N+](CCCC)(CCCC)CCCC)CCC. (4) Given the product [CH2:20]([C:31]1[CH:32]=[CH:33][C:28]([CH2:34][CH:11]([OH:14])[NH:1][CH2:2][CH3:3])=[CH:29][CH:30]=1)[C:21]1[CH:26]=[CH:25][CH:24]=[CH:23][CH:22]=1, predict the reactants needed to synthesize it. The reactants are: [NH2:1][C:2]1C=CC(CCO)=C[CH:3]=1.[C:11](=[O:14])([O-])[O-].[K+].[K+].C(I)C.[CH2:20](Cl)[C:21]1[CH:26]=[CH:25][CH:24]=[CH:23][CH:22]=1.[C:28]1([CH3:34])[CH:33]=[CH:32][CH:31]=[CH:30][CH:29]=1. (5) The reactants are: [C:1]([C:3]1[C:8]2[N:9]=[CH:10][N:11](C)[C:7]=2[CH:6]=[C:5]([C:13]2[CH:30]=[CH:29][C:16]([O:17][CH2:18][C:19]3[N:24]=[C:23]([C:25]([O:27]C)=O)[CH:22]=[CH:21][CH:20]=3)=[C:15]([C:31]([F:34])([F:33])[F:32])[CH:14]=2)[N:4]=1)#[N:2].[CH3:35][NH2:36]. Given the product [CH3:35][NH:36][C:25]([C:23]1[N:24]=[C:19]([CH2:18][O:17][C:16]2[CH:29]=[CH:30][C:13]([C:5]3[N:4]=[C:3]([C:1]#[N:2])[C:8]4[N:9]=[CH:10][NH:11][C:7]=4[CH:6]=3)=[CH:14][C:15]=2[C:31]([F:33])([F:32])[F:34])[CH:20]=[CH:21][CH:22]=1)=[O:27], predict the reactants needed to synthesize it. (6) Given the product [CH2:1]([N:5]1[C:9]([CH2:13][OH:14])=[CH:8][N:7]=[N:6]1)[CH2:2][CH2:3][CH3:4], predict the reactants needed to synthesize it. The reactants are: [CH2:1]([N:5]1[CH:9]=[CH:8][N:7]=[N:6]1)[CH2:2][CH2:3][CH3:4].CN([CH:13]=[O:14])C.[BH4-].[Na+].O.